This data is from Catalyst prediction with 721,799 reactions and 888 catalyst types from USPTO. The task is: Predict which catalyst facilitates the given reaction. (1) Reactant: [NH2:1][C:2]1[CH:3]=[CH:4][C:5]([C:18]([N:20]([CH2:25][CH2:26][CH2:27][CH3:28])[CH2:21][CH2:22][CH2:23][CH3:24])=[O:19])=[N:6][C:7]=1[NH:8][CH2:9][CH2:10][CH2:11][N:12]1[CH2:17][CH2:16][CH2:15][CH2:14][CH2:13]1.[S:29]1[C:33]2[CH:34]=[CH:35][CH:36]=[CH:37][C:32]=2[C:31]([CH:38]=O)=[CH:30]1. Product: [S:29]1[CH:30]=[C:31]([C:38]2[N:8]([CH2:9][CH2:10][CH2:11][N:12]3[CH2:17][CH2:16][CH2:15][CH2:14][CH2:13]3)[C:7]3=[N:6][C:5]([C:18]([N:20]([CH2:21][CH2:22][CH2:23][CH3:24])[CH2:25][CH2:26][CH2:27][CH3:28])=[O:19])=[CH:4][CH:3]=[C:2]3[N:1]=2)[C:32]2[CH:37]=[CH:36][CH:35]=[CH:34][C:33]1=2. The catalyst class is: 641. (2) Reactant: [Cl:1][C:2]1[CH:3]=[C:4]([C:9]2([C:27]([F:30])([F:29])[F:28])[O:13][N:12]=[C:11]([C:14]3[CH:15]=[CH:16][C:17]([N:22]4[CH:26]=[CH:25][CH:24]=[N:23]4)=[C:18]([CH:21]=3)[C:19]#[N:20])[CH2:10]2)[CH:5]=[C:6]([Cl:8])[CH:7]=1.[Cl:31]N1C(=O)CCC1=O.O.C(OCC)(=O)C. Product: [Cl:31][C:25]1[CH:24]=[N:23][N:22]([C:17]2[CH:16]=[CH:15][C:14]([C:11]3[CH2:10][C:9]([C:4]4[CH:3]=[C:2]([Cl:1])[CH:7]=[C:6]([Cl:8])[CH:5]=4)([C:27]([F:28])([F:30])[F:29])[O:13][N:12]=3)=[CH:21][C:18]=2[C:19]#[N:20])[CH:26]=1. The catalyst class is: 3. (3) Reactant: [BH4-].[Na+].[CH2:3]([N:10]1[CH2:14][CH:13]2[CH2:15][N:16]([CH2:18][C:19]([C:21]3[CH:26]=[CH:25][C:24]([OH:27])=[CH:23][CH:22]=3)=[O:20])[CH2:17][CH:12]2[CH2:11]1)[C:4]1[CH:9]=[CH:8][CH:7]=[CH:6][CH:5]=1. Product: [CH2:3]([N:10]1[CH2:14][CH:13]2[CH2:15][N:16]([CH2:18][CH:19]([C:21]3[CH:22]=[CH:23][C:24]([OH:27])=[CH:25][CH:26]=3)[OH:20])[CH2:17][CH:12]2[CH2:11]1)[C:4]1[CH:5]=[CH:6][CH:7]=[CH:8][CH:9]=1. The catalyst class is: 5. (4) Reactant: Cl[C:2]1[N:7]=[C:6]([N:8]([CH2:16][C:17]2[CH:22]=[CH:21][C:20]([O:23][CH3:24])=[CH:19][C:18]=2[O:25][CH3:26])[C:9](=[O:15])[O:10][C:11]([CH3:14])([CH3:13])[CH3:12])[C:5]2[N:27]=[CH:28][N:29]([CH3:30])[C:4]=2[CH:3]=1.[C:31](=[NH:44])([C:38]1[CH:43]=[CH:42][CH:41]=[CH:40][CH:39]=1)[C:32]1[CH:37]=[CH:36][CH:35]=[CH:34][CH:33]=1.CC1(C)C2C=CC=C(P(C3C=CC=CC=3)C3C=CC=CC=3)C=2OC2C1=CC=CC=2P(C1C=CC=CC=1)C1C=CC=CC=1.C(=O)([O-])[O-].[Cs+].[Cs+]. Product: [CH3:26][O:25][C:18]1[CH:19]=[C:20]([O:23][CH3:24])[CH:21]=[CH:22][C:17]=1[CH2:16][N:8]([C:6]1[C:5]2[N:27]=[CH:28][N:29]([CH3:30])[C:4]=2[CH:3]=[C:2]([N:44]=[C:31]([C:32]2[CH:37]=[CH:36][CH:35]=[CH:34][CH:33]=2)[C:38]2[CH:43]=[CH:42][CH:41]=[CH:40][CH:39]=2)[N:7]=1)[C:9](=[O:15])[O:10][C:11]([CH3:14])([CH3:13])[CH3:12]. The catalyst class is: 102. (5) Reactant: Cl.C(OC(=O)[NH:8][C:9]1[CH:14]=[C:13]([F:15])[CH:12]=[CH:11][C:10]=1[NH:16][C:17](=[O:34])/[CH:18]=[CH:19]/[C:20]1[CH:21]=[N:22][N:23]([CH2:25][CH:26]=[CH:27][C:28]2[CH:33]=[CH:32][CH:31]=[CH:30][CH:29]=2)[CH:24]=1)(C)(C)C. Product: [NH2:8][C:9]1[CH:14]=[C:13]([F:15])[CH:12]=[CH:11][C:10]=1[NH:16][C:17](=[O:34])/[CH:18]=[CH:19]/[C:20]1[CH:21]=[N:22][N:23]([CH2:25][CH:26]=[CH:27][C:28]2[CH:29]=[CH:30][CH:31]=[CH:32][CH:33]=2)[CH:24]=1. The catalyst class is: 12. (6) Reactant: Cl.Cl.[CH2:3]([O:13][CH2:14][C:15]([CH2:34][O:35][CH2:36][CH2:37][CH2:38][CH2:39][CH2:40][CH2:41][CH2:42][CH2:43][CH2:44][CH3:45])([CH2:25][O:26][CH2:27][CH2:28][NH+:29]([CH2:32][CH3:33])[CH2:30][CH3:31])[CH2:16][O:17][CH2:18][CH2:19][NH+:20]([CH2:23][CH3:24])[CH2:21][CH3:22])[CH2:4][CH2:5][CH2:6][CH2:7][CH2:8][CH2:9][CH2:10][CH2:11][CH3:12]. Product: [CH2:3]([O:13][CH2:14][C:15]([CH2:34][O:35][CH2:36][CH2:37][CH2:38][CH2:39][CH2:40][CH2:41][CH2:42][CH2:43][CH2:44][CH3:45])([CH2:25][O:26][CH2:27][CH2:28][N:29]([CH2:30][CH3:31])[CH2:32][CH3:33])[CH2:16][O:17][CH2:18][CH2:19][N:20]([CH2:23][CH3:24])[CH2:21][CH3:22])[CH2:4][CH2:5][CH2:6][CH2:7][CH2:8][CH2:9][CH2:10][CH2:11][CH3:12]. The catalyst class is: 74. (7) Reactant: [CH2:1]([OH:5])[CH2:2][CH2:3][OH:4].CN(C=O)C.[H-].[Na+].[CH2:13](Cl)[C:14]1[CH:19]=[CH:18][CH:17]=[CH:16][CH:15]=1. Product: [CH2:13]([O:4][CH2:3][CH2:2][CH2:1][OH:5])[C:14]1[CH:19]=[CH:18][CH:17]=[CH:16][CH:15]=1. The catalyst class is: 90.